This data is from hERG Central: cardiac toxicity at 1µM, 10µM, and general inhibition. The task is: Predict hERG channel inhibition at various concentrations. (1) The drug is Cc1ccc(C)c(-n2cc(CNCCc3cnccn3)c(-c3ccccc3)n2)c1. Results: hERG_inhib (hERG inhibition (general)): blocker. (2) The drug is O=C1Nc2cc(C(=O)N3CCC(N4CCCCC4)CC3)ccc2S/C1=C\c1ccccc1. Results: hERG_inhib (hERG inhibition (general)): blocker. (3) The compound is Cc1ccc(-c2c(C(=O)N(C)Cc3ccccc3)oc(=O)c3ccccc23)cc1. Results: hERG_inhib (hERG inhibition (general)): blocker. (4) The drug is Cc1cc(C)nc(SCc2nnc(SCc3ccc([N+](=O)[O-])cc3)n2Cc2ccco2)n1. Results: hERG_inhib (hERG inhibition (general)): blocker. (5) The drug is CC(=O)N1CCN(c2ccc(NC(=O)c3ccc4c(c3)OCCO4)cc2Cl)CC1. Results: hERG_inhib (hERG inhibition (general)): blocker.